Dataset: Full USPTO retrosynthesis dataset with 1.9M reactions from patents (1976-2016). Task: Predict the reactants needed to synthesize the given product. (1) Given the product [CH:30]1([CH2:33][NH:34][C:3]([C:5]2[N:10]=[C:9]([NH:11][CH2:12][C:13]3[CH:14]=[CH:15][CH:16]=[CH:17][CH:18]=3)[C:8]3[NH:19][C:20](=[O:29])[N:21]([CH2:22][C:23]4[CH:24]=[CH:25][CH:26]=[CH:27][CH:28]=4)[C:7]=3[CH:6]=2)=[O:2])[CH2:32][CH2:31]1, predict the reactants needed to synthesize it. The reactants are: C[O:2][C:3]([C:5]1[N:10]=[C:9]([NH:11][CH2:12][C:13]2[CH:18]=[CH:17][CH:16]=[CH:15][CH:14]=2)[C:8]2[NH:19][C:20](=[O:29])[N:21]([CH2:22][C:23]3[CH:28]=[CH:27][CH:26]=[CH:25][CH:24]=3)[C:7]=2[CH:6]=1)=O.[CH:30]1([CH2:33][NH2:34])[CH2:32][CH2:31]1. (2) Given the product [CH3:1][P:2]([CH3:34])(=[O:33])[O:3][CH2:4][C:5]1[CH:6]=[CH:7][C:8]([C:11]([NH:13][C:14]2[CH:19]=[C:18]([C:20]3[S:21][CH:22]=[CH:23][CH:24]=3)[CH:17]=[CH:16][C:15]=2[NH2:25])=[O:12])=[CH:9][CH:10]=1, predict the reactants needed to synthesize it. The reactants are: [CH3:1][P:2]([CH3:34])(=[O:33])[O:3][CH2:4][C:5]1[CH:10]=[CH:9][C:8]([C:11]([NH:13][C:14]2[CH:19]=[C:18]([C:20]3[S:21][CH:22]=[CH:23][CH:24]=3)[CH:17]=[CH:16][C:15]=2[NH:25]C(OC(C)(C)C)=O)=[O:12])=[CH:7][CH:6]=1.C(O)(C(F)(F)F)=O. (3) Given the product [CH2:5]([N:12]([CH3:18])[C:13]1[N:16]([CH3:17])[C:19](=[O:21])[NH:2][N:3]=1)[C:6]1[CH:7]=[CH:8][CH:9]=[CH:10][CH:11]=1, predict the reactants needed to synthesize it. The reactants are: O.[NH2:2][NH2:3].I.[CH2:5]([N:12]([CH3:18])[C:13](=[N:16][CH3:17])OC)[C:6]1[CH:11]=[CH:10][CH:9]=[CH:8][CH:7]=1.[CH2:19]([OH:21])C. (4) Given the product [OH:6][C:7]1[CH:12]=[CH:11][C:10]([C@@H:13]2[CH2:15][C@H:14]2[NH:16][C:17](=[O:23])[O:18][C:19]([CH3:21])([CH3:20])[CH3:22])=[CH:9][CH:8]=1, predict the reactants needed to synthesize it. The reactants are: [Li+].[BH4-].C([O:6][C:7]1[CH:12]=[CH:11][C:10]([C@@H:13]2[CH2:15][C@H:14]2[NH:16][C:17](=[O:23])[O:18][C:19]([CH3:22])([CH3:21])[CH3:20])=[CH:9][CH:8]=1)C=C. (5) Given the product [NH2:1][C:2]1[N:11]=[CH:10][C:9]2[C:8]([NH:18][C:17]3[CH:19]=[CH:20][CH:21]=[C:15]([F:14])[CH:16]=3)=[N:7][CH:6]=[N:5][C:4]=2[CH:3]=1, predict the reactants needed to synthesize it. The reactants are: [NH2:1][C:2]1[N:11]=[CH:10][C:9]2[C:8](SC)=[N:7][CH:6]=[N:5][C:4]=2[CH:3]=1.[F:14][C:15]1[CH:16]=[C:17]([CH:19]=[CH:20][CH:21]=1)[NH2:18]. (6) The reactants are: [C:1]([OH:5])(=O)[CH2:2][OH:3].[Cl:6][C:7]1[CH:12]=[C:11]([NH:13][C:14]2[C:23]3[C:18](=[CH:19][CH:20]=[CH:21][C:22]=3[O:24][CH2:25][C@H:26]([NH:28][CH3:29])[CH3:27])[N:17]=[CH:16][N:15]=2)[CH:10]=[CH:9][C:8]=1[OH:30]. Given the product [Cl:6][C:7]1[CH:12]=[C:11]([NH:13][C:14]2[C:23]3[C:18](=[CH:19][CH:20]=[CH:21][C:22]=3[O:24][CH2:25][C@H:26]([N:28]([CH3:29])[C:1](=[O:5])[CH2:2][OH:3])[CH3:27])[N:17]=[CH:16][N:15]=2)[CH:10]=[CH:9][C:8]=1[OH:30], predict the reactants needed to synthesize it.